This data is from KCNQ2 potassium channel screen with 302,405 compounds. The task is: Binary Classification. Given a drug SMILES string, predict its activity (active/inactive) in a high-throughput screening assay against a specified biological target. The compound is Clc1cc2S(=O)(=O)Cc3c(sc(c3)C(=O)N(Cc3occc3)C)c2cc1. The result is 0 (inactive).